Dataset: Full USPTO retrosynthesis dataset with 1.9M reactions from patents (1976-2016). Task: Predict the reactants needed to synthesize the given product. (1) The reactants are: [NH2:1][C:2]1[CH:7]=[C:6]([O:8][C:9]2[CH:14]=[CH:13][C:12]([NH2:15])=[C:11]([Cl:16])[CH:10]=2)[CH:5]=[CH:4][N:3]=1.[C:17]([O:21][C:22]([N:24]1[CH2:29][CH2:28][CH:27]([C:30](O)=[O:31])[CH2:26][CH2:25]1)=[O:23])([CH3:20])([CH3:19])[CH3:18].F[P-](F)(F)(F)(F)F.N1(O[P+](N(C)C)(N(C)C)N(C)C)C2C=CC=CC=2N=N1.C(N(CC)CC)C. Given the product [C:17]([O:21][C:22]([N:24]1[CH2:29][CH2:28][CH:27]([C:30]([NH:1][C:2]2[CH:7]=[C:6]([O:8][C:9]3[CH:14]=[CH:13][C:12]([NH2:15])=[C:11]([Cl:16])[CH:10]=3)[CH:5]=[CH:4][N:3]=2)=[O:31])[CH2:26][CH2:25]1)=[O:23])([CH3:20])([CH3:19])[CH3:18], predict the reactants needed to synthesize it. (2) Given the product [CH:18]([C:20]1[CH:25]=[CH:24][C:23]([C:2]2[CH:3]=[C:4]3[C:8](=[CH:9][CH:10]=2)[NH:7][N:6]=[CH:5]3)=[CH:22][CH:21]=1)=[O:19], predict the reactants needed to synthesize it. The reactants are: Br[C:2]1[CH:3]=[C:4]2[C:8](=[CH:9][CH:10]=1)[N:7](C(OC(C)(C)C)=O)[N:6]=[CH:5]2.[CH:18]([C:20]1[CH:25]=[CH:24][C:23](B(O)O)=[CH:22][CH:21]=1)=[O:19].C([O-])([O-])=O.[Cs+].[Cs+]. (3) Given the product [CH3:95][N:70]([CH3:69])[CH2:71][CH2:72][CH2:73][O:74][C:75]1[CH:80]=[CH:79][C:78]([C:35]2[CH:36]=[C:37]3[C:43]([C:44]4[C:45]([CH3:58])=[N:46][N:47]([CH2:50][C:51]5[CH:56]=[CH:55][CH:54]=[C:53]([F:57])[CH:52]=5)[C:48]=4[CH3:49])=[CH:42][N:41]([S:59]([C:62]4[CH:63]=[CH:64][C:65]([CH3:66])=[CH:67][CH:68]=4)(=[O:60])=[O:61])[C:38]3=[N:39][CH:40]=2)=[CH:77][C:76]=1[NH:90][S:91]([CH3:94])(=[O:93])=[O:92], predict the reactants needed to synthesize it. The reactants are: FC1C=CC=CC=1CN1C=C(C2C3C(=NC=C(C4C=C(NS(C)(=O)=O)C=CC=4)C=3)NC=2)C=N1.Br[C:35]1[CH:36]=[C:37]2[C:43]([C:44]3[C:45]([CH3:58])=[N:46][N:47]([CH2:50][C:51]4[CH:56]=[CH:55][CH:54]=[C:53]([F:57])[CH:52]=4)[C:48]=3[CH3:49])=[CH:42][N:41]([S:59]([C:62]3[CH:68]=[CH:67][C:65]([CH3:66])=[CH:64][CH:63]=3)(=[O:61])=[O:60])[C:38]2=[N:39][CH:40]=1.[CH3:69][N:70]([CH3:95])[CH2:71][CH2:72][CH2:73][O:74][C:75]1[CH:80]=[CH:79][C:78](B2OC(C)(C)C(C)(C)O2)=[CH:77][C:76]=1[NH:90][S:91]([CH3:94])(=[O:93])=[O:92].C(=O)([O-])[O-].[Na+].[Na+]. (4) Given the product [C:25]([C:29]1[CH:30]=[C:31]2[C:36](=[C:37]([F:39])[CH:38]=1)[C:35](=[O:40])[N:34]([C:41]1[N:48]=[CH:47][CH:46]=[C:45]([C:6]3[CH:5]=[C:4]([NH:17][C:18]4[S:19][C:20]([CH3:23])=[CH:21][N:22]=4)[C:3](=[O:24])[N:2]([CH3:1])[CH:7]=3)[C:42]=1[CH:43]=[O:44])[N:33]=[CH:32]2)([CH3:28])([CH3:26])[CH3:27], predict the reactants needed to synthesize it. The reactants are: [CH3:1][N:2]1[CH:7]=[C:6](B2OC(C)(C)C(C)(C)O2)[CH:5]=[C:4]([NH:17][C:18]2[S:19][C:20]([CH3:23])=[CH:21][N:22]=2)[C:3]1=[O:24].[C:25]([C:29]1[CH:30]=[C:31]2[C:36](=[C:37]([F:39])[CH:38]=1)[C:35](=[O:40])[N:34]([C:41]1[N:48]=[CH:47][CH:46]=[C:45](Cl)[C:42]=1[CH:43]=[O:44])[N:33]=[CH:32]2)([CH3:28])([CH3:27])[CH3:26].[O-]P([O-])([O-])=O.[K+].[K+].[K+].C([O-])(=O)C.[Na+]. (5) Given the product [C:33]([CH2:36][CH2:37][CH2:38][CH2:39][CH2:40][C:41]1([CH3:58])[C:50]2[C:45]3=[C:46]([CH2:55][CH2:56][NH+:44]3[CH:43]=[C:42]1/[CH:57]=[CH:21]/[CH:20]=[CH:19]/[CH:18]=[C:3]1\[C:2]([CH3:1])([CH3:32])[C:11]3[C:10]([S:12]([O-:15])(=[O:13])=[O:14])=[CH:9][CH:8]=[C:7]4[C:6]=3[N:5]\1[CH2:4][CH2:17][CH2:16]4)[CH:47]=[CH:48][C:49]=2[S:51]([OH:54])(=[O:53])=[O:52])([OH:35])=[O:34], predict the reactants needed to synthesize it. The reactants are: [CH3:1][C:2]1([CH3:32])[C:11]2[C:10]([S:12]([O-:15])(=[O:14])=[O:13])=[CH:9][CH:8]=[C:7]3[CH2:16][CH2:17][NH+:5]([C:6]=23)[CH:4]=[C:3]1/[CH:18]=[CH:19]/[CH:20]=[CH:21]/N(C1C=CC=CC=1)C(=O)C.[C:33]([CH2:36][CH2:37][CH2:38][CH2:39][CH2:40][C:41]1([CH3:58])[C:50]2[C:49]([S:51]([O-:54])(=[O:53])=[O:52])=[CH:48][CH:47]=[C:46]3[CH2:55][CH2:56][NH+:44]([C:45]=23)[CH:43]=[C:42]1[CH3:57])([OH:35])=[O:34].N1C=CC=CC=1. (6) Given the product [Cl:1][C:2]1[CH:14]=[CH:13][C:5]([CH2:6][NH:7][C:8](=[O:12])[CH:9]([CH3:11])[CH3:10])=[CH:4][C:3]=1[N:15]1[C:19](=[O:20])[NH:18][C:17]([C:21]2[CH:26]=[CH:25][C:24]([C:32]#[C:31][C:30]([CH3:34])([CH3:33])[CH3:29])=[C:23]([F:28])[CH:22]=2)=[N:16]1, predict the reactants needed to synthesize it. The reactants are: [Cl:1][C:2]1[CH:14]=[CH:13][C:5]([CH2:6][NH:7][C:8](=[O:12])[CH:9]([CH3:11])[CH3:10])=[CH:4][C:3]=1[N:15]1[C:19](=[O:20])[NH:18][C:17]([C:21]2[CH:26]=[CH:25][C:24](I)=[C:23]([F:28])[CH:22]=2)=[N:16]1.[CH3:29][C:30]([CH3:34])([CH3:33])[C:31]#[CH:32].CCCC[N+](CCCC)(CCCC)CCCC.[F-]. (7) The reactants are: Cl.[C:2](=[NH:11])(OC)[C:3]1[CH:8]=[CH:7][CH:6]=[CH:5][CH:4]=1.[CH3:12][NH:13][NH2:14].Cl[C:16]([C:18]1[CH:27]=[CH:26][C:21]([C:22]([O:24][CH3:25])=[O:23])=[CH:20][CH:19]=1)=O.N1C=CC=CC=1. Given the product [CH3:12][N:13]1[C:2]([C:3]2[CH:8]=[CH:7][CH:6]=[CH:5][CH:4]=2)=[N:11][C:16]([C:18]2[CH:27]=[CH:26][C:21]([C:22]([O:24][CH3:25])=[O:23])=[CH:20][CH:19]=2)=[N:14]1, predict the reactants needed to synthesize it. (8) Given the product [Cl:1][C:2]1[CH:7]=[CH:6][CH:5]=[CH:4][C:3]=1[C:8]1[C:12]([C:13]([OH:15])=[O:14])=[CH:11][O:10][N:9]=1, predict the reactants needed to synthesize it. The reactants are: [Cl:1][C:2]1[CH:7]=[CH:6][CH:5]=[CH:4][C:3]=1[C:8]1[C:12]([C:13]([O:15]CC)=[O:14])=[CH:11][O:10][N:9]=1.[OH-].[Na+].Cl.O.